Dataset: Reaction yield outcomes from USPTO patents with 853,638 reactions. Task: Predict the reaction yield, written as a fraction of the theoretical maximum amount of product (1.0 means a 100% yield; for example, 0.34 means a 34% yield). (1) The reactants are [C:1]1([NH:7][C:8]2[CH:13]=[CH:12][CH:11]=[CH:10][CH:9]=2)[CH:6]=[CH:5][CH:4]=[CH:3][CH:2]=1.N1C2[C:18](=[CH:19][CH:20]=[C:21]3[C:26]=2N=CC=C3)[CH:17]=[CH:16][CH:15]=1.[OH2:28].[OH-].[K+].[C:31]1(C)[CH:36]=[CH:35][CH:34]=[CH:33][CH:32]=1. The yield is 0.650. No catalyst specified. The product is [CH2:15]([O:28][C:11]1[CH:10]=[CH:9][C:8]([N:7]([C:31]2[CH:32]=[CH:33][CH:34]=[CH:35][CH:36]=2)[C:1]2[CH:2]=[CH:3][CH:4]=[CH:5][CH:6]=2)=[CH:13][CH:12]=1)[CH2:16][CH2:17][CH2:18][CH2:19][CH2:20][CH2:21][CH3:26]. (2) The reactants are Br[CH2:2][CH2:3][CH2:4][CH2:5][CH2:6][C@H:7]1[CH2:12][CH2:11][C@H:10]([CH2:13][N:14]([CH3:28])[S:15]([C:18]2[CH:23]=[CH:22][C:21]([C:24]([F:27])([F:26])[F:25])=[CH:20][CH:19]=2)(=[O:17])=[O:16])[CH2:9][CH2:8]1.[CH2:29]([NH:32][CH3:33])[CH:30]=[CH2:31]. The catalyst is CO. The product is [CH2:29]([N:32]([CH3:33])[CH2:2][CH2:3][CH2:4][CH2:5][CH2:6][C@H:7]1[CH2:12][CH2:11][C@H:10]([CH2:13][N:14]([CH3:28])[S:15]([C:18]2[CH:23]=[CH:22][C:21]([C:24]([F:27])([F:26])[F:25])=[CH:20][CH:19]=2)(=[O:17])=[O:16])[CH2:9][CH2:8]1)[CH:30]=[CH2:31]. The yield is 0.733. (3) The reactants are [NH2:1][CH2:2][CH:3]1[CH2:8][CH2:7][N:6]([C:9]([O:11][C:12]([CH3:15])([CH3:14])[CH3:13])=[O:10])[CH2:5][CH2:4]1.[CH:16]([N:19]=[C:20]=[S:21])([CH3:18])[CH3:17].C([O-])(O)=O.[Na+]. The catalyst is C1COCC1. The product is [C:12]([O:11][C:9]([N:6]1[CH2:7][CH2:8][CH:3]([CH2:2][NH:1][C:20]([NH:19][CH:16]([CH3:18])[CH3:17])=[S:21])[CH2:4][CH2:5]1)=[O:10])([CH3:15])([CH3:14])[CH3:13]. The yield is 0.480. (4) The reactants are [F:1][C:2]1[CH:10]=[C:9]2[C:5]([C:6]([CH:18]=[O:19])=[CH:7][N:8]2[C:11]([O:13][C:14]([CH3:17])([CH3:16])[CH3:15])=[O:12])=[CH:4][CH:3]=1.[BH4-].[Na+].ClCCl. The catalyst is O1CCCC1. The product is [F:1][C:2]1[CH:10]=[C:9]2[C:5]([C:6]([CH2:18][OH:19])=[CH:7][N:8]2[C:11]([O:13][C:14]([CH3:15])([CH3:17])[CH3:16])=[O:12])=[CH:4][CH:3]=1. The yield is 0.777.